This data is from Reaction yield outcomes from USPTO patents with 853,638 reactions. The task is: Predict the reaction yield, written as a fraction of the theoretical maximum amount of product (1.0 means a 100% yield; for example, 0.34 means a 34% yield). The reactants are [OH:1]O.[OH-].[Na+].[Cl:5][C:6]1[CH:7]=[C:8]([N:14]2[C:18]([C:19]3[CH:24]=[CH:23][C:22]([O:25][CH3:26])=[CH:21][CH:20]=3)=[CH:17][CH:16]=[C:15]2[CH2:27][CH2:28][C:29]([OH:31])=[O:30])[CH:9]=[CH:10][C:11]=1[C:12]#[N:13]. The catalyst is CO. The yield is 0.730. The product is [C:12]([C:11]1[CH:10]=[CH:9][C:8]([N:14]2[C:18]([C:19]3[CH:24]=[CH:23][C:22]([O:25][CH3:26])=[CH:21][CH:20]=3)=[CH:17][CH:16]=[C:15]2[CH2:27][CH2:28][C:29]([OH:31])=[O:30])=[CH:7][C:6]=1[Cl:5])(=[O:1])[NH2:13].